This data is from Forward reaction prediction with 1.9M reactions from USPTO patents (1976-2016). The task is: Predict the product of the given reaction. (1) The product is: [C:21]([C:20]1[CH:23]=[CH:24][C:17]([N:3]2[C:4](=[O:16])[C@@:5]([CH2:14][O:15][C:37](=[O:38])[C@@H:36]([NH:35][C:33]([O:32][C:30]([CH3:29])([CH3:43])[CH3:31])=[O:34])[CH:40]([CH3:42])[CH3:41])([C:8]3[CH:9]=[CH:10][CH:11]=[CH:12][CH:13]=3)[N:6]([CH3:7])[C:2]2=[O:1])=[CH:18][C:19]=1[C:25]([F:28])([F:26])[F:27])#[N:22]. Given the reactants [O:1]=[C:2]1[N:6]([CH3:7])[C@:5]([CH2:14][OH:15])([C:8]2[CH:13]=[CH:12][CH:11]=[CH:10][CH:9]=2)[C:4](=[O:16])[N:3]1[C:17]1[CH:24]=[CH:23][C:20]([C:21]#[N:22])=[C:19]([C:25]([F:28])([F:27])[F:26])[CH:18]=1.[CH3:29][C:30]([CH3:43])([O:32][C:33]([NH:35][C@@H:36]([CH:40]([CH3:42])[CH3:41])[C:37](O)=[O:38])=[O:34])[CH3:31].Cl.CN(C)CCCN=C=NCC.O, predict the reaction product. (2) Given the reactants ClC(N(C)C)=C(C)C.[N:9]1([C:13]([C:15]2[N:20]=[CH:19][C:18]([O:21][C:22]3[CH:23]=[C:24]([CH:28]=[C:29]([O:31][C@H:32]4[CH2:36][CH2:35][O:34][CH2:33]4)[CH:30]=3)[C:25]([OH:27])=O)=[CH:17][CH:16]=2)=[O:14])[CH2:12][CH2:11][CH2:10]1.Cl.[F:38][CH:39]([F:46])[N:40]1[CH:44]=[CH:43][C:42]([NH2:45])=[N:41]1.CCN(C(C)C)C(C)C, predict the reaction product. The product is: [N:9]1([C:13]([C:15]2[N:20]=[CH:19][C:18]([O:21][C:22]3[CH:23]=[C:24]([CH:28]=[C:29]([O:31][C@H:32]4[CH2:36][CH2:35][O:34][CH2:33]4)[CH:30]=3)[C:25]([NH:45][C:42]3[CH:43]=[CH:44][N:40]([CH:39]([F:46])[F:38])[N:41]=3)=[O:27])=[CH:17][CH:16]=2)=[O:14])[CH2:10][CH2:11][CH2:12]1.